Dataset: Full USPTO retrosynthesis dataset with 1.9M reactions from patents (1976-2016). Task: Predict the reactants needed to synthesize the given product. (1) The reactants are: [O:1]=[C:2]1[CH2:5][CH:4]([C:6]([OH:8])=O)[CH2:3]1.CN(C(ON1N=NC2C=CC=NC1=2)=[N+](C)C)C.F[P-](F)(F)(F)(F)F.C(N(CC)C(C)C)(C)C.[Br:42][C:43]1[CH:44]=[C:45]([NH:50][CH3:51])[C:46]([NH2:49])=[CH:47][CH:48]=1. Given the product [Br:42][C:43]1[CH:48]=[CH:47][C:46]([NH:49][C:6]([CH:4]2[CH2:3][C:2](=[O:1])[CH2:5]2)=[O:8])=[C:45]([NH:50][CH3:51])[CH:44]=1, predict the reactants needed to synthesize it. (2) Given the product [CH:33]([N:29]1[C:28]([C:22]2[N:21]=[C:20]3[N:24]([CH2:25][CH2:26][O:27][C:18]4[CH:17]=[CH:16][C:15]([S:14][CH:11]5[CH2:12][CH2:13][NH:8][CH2:9][CH2:10]5)=[CH:36][C:19]=43)[CH:23]=2)=[N:32][CH:31]=[N:30]1)([CH3:35])[CH3:34], predict the reactants needed to synthesize it. The reactants are: C(OC([N:8]1[CH2:13][CH2:12][CH:11]([S:14][C:15]2[CH:16]=[CH:17][C:18]3[O:27][CH2:26][CH2:25][N:24]4[C:20](=[N:21][C:22]([C:28]5[N:29]([CH:33]([CH3:35])[CH3:34])[N:30]=[CH:31][N:32]=5)=[CH:23]4)[C:19]=3[CH:36]=2)[CH2:10][CH2:9]1)=O)(C)(C)C.C(O)(C(F)(F)F)=O. (3) Given the product [CH2:2]([N:3]([CH2:8][C:9]([OH:11])=[O:10])[CH2:4][C:5]([OH:7])=[O:6])[CH2:1][N:12]([CH2:17][C:18]([OH:20])=[O:19])[CH2:13][C:14]([OH:16])=[O:15], predict the reactants needed to synthesize it. The reactants are: [CH2:1]([N:12]([CH2:17][C:18]([O-:20])=[O:19])[CH2:13][C:14]([O-:16])=[O:15])[CH2:2][N:3]([CH2:8][C:9]([O-:11])=[O:10])[CH2:4][C:5]([O-:7])=[O:6].[Na+].[Na+].[Na+].[Na+].[OH-].[Na+]. (4) Given the product [Br:1][C:2]1[C:3]([O:11][CH3:12])=[C:4]([CH:7]=[C:8]([Br:10])[CH:9]=1)[CH2:5][OH:6], predict the reactants needed to synthesize it. The reactants are: [Br:1][C:2]1[C:3]([O:11][CH3:12])=[C:4]([CH:7]=[C:8]([Br:10])[CH:9]=1)[CH:5]=[O:6].O1CCCC1.[BH4-].[Na+].CCO. (5) Given the product [C:1]([O:5][C:6]([N:8]([CH:32]1[CH2:37][CH2:36][N:35]([C:38]([O:40][C:41]([CH3:44])([CH3:43])[CH3:42])=[O:39])[CH2:34][CH2:33]1)[C:9]1[CH:14]=[CH:13][C:12]([C:15]2[CH:16]=[C:17]3[C:23]([C:53]4[C:52]([CH3:65])=[N:51][N:50]([CH2:49][C:48]5[CH:66]=[CH:67][CH:68]=[C:46]([F:45])[CH:47]=5)[C:54]=4[CH3:55])=[CH:22][N:21]([C:25]([O:27][C:28]([CH3:31])([CH3:30])[CH3:29])=[O:26])[C:18]3=[N:19][CH:20]=2)=[CH:11][CH:10]=1)=[O:7])([CH3:4])([CH3:3])[CH3:2], predict the reactants needed to synthesize it. The reactants are: [C:1]([O:5][C:6]([N:8]([CH:32]1[CH2:37][CH2:36][N:35]([C:38]([O:40][C:41]([CH3:44])([CH3:43])[CH3:42])=[O:39])[CH2:34][CH2:33]1)[C:9]1[CH:14]=[CH:13][C:12]([C:15]2[CH:16]=[C:17]3[C:23](I)=[CH:22][N:21]([C:25]([O:27][C:28]([CH3:31])([CH3:30])[CH3:29])=[O:26])[C:18]3=[N:19][CH:20]=2)=[CH:11][CH:10]=1)=[O:7])([CH3:4])([CH3:3])[CH3:2].[F:45][C:46]1[CH:47]=[C:48]([CH:66]=[CH:67][CH:68]=1)[CH2:49][N:50]1[C:54]([CH3:55])=[C:53](B2OC(C)(C)C(C)(C)O2)[C:52]([CH3:65])=[N:51]1.C(=O)([O-])[O-].[Na+].[Na+]. (6) Given the product [F:22][C:17]1[C:16]([F:23])=[C:15]([CH3:14])[CH:20]=[CH:19][C:18]=1[CH2:21][N:11]([C:8]1[CH:9]=[CH:10][C:5]([F:4])=[CH:6][CH:7]=1)[NH2:12], predict the reactants needed to synthesize it. The reactants are: [NH2-].[Na+].Cl.[F:4][C:5]1[CH:10]=[CH:9][C:8]([NH:11][NH2:12])=[CH:7][CH:6]=1.Br[CH2:14][C:15]1[CH:20]=[CH:19][C:18]([CH3:21])=[C:17]([F:22])[C:16]=1[F:23]. (7) Given the product [F:1][C:2]1[CH:7]=[C:6]([O:8][CH3:9])[C:5]([I:23])=[CH:4][C:3]=1[CH:10]1[CH2:15][CH2:14][N:13]([C:16]([O:18][C:19]([CH3:22])([CH3:21])[CH3:20])=[O:17])[CH2:12][CH2:11]1, predict the reactants needed to synthesize it. The reactants are: [F:1][C:2]1[CH:7]=[C:6]([O:8][CH3:9])[CH:5]=[CH:4][C:3]=1[CH:10]1[CH2:15][CH2:14][N:13]([C:16]([O:18][C:19]([CH3:22])([CH3:21])[CH3:20])=[O:17])[CH2:12][CH2:11]1.[I:23]I. (8) Given the product [Br:9][C:10]1[CH:11]=[C:12]2[C:17](=[CH:18][CH:19]=1)[N:16]=[C:15]([Cl:20])[C:14]([CH2:21][N:1]1[CH2:6][CH2:5][O:4][CH2:3][CH2:2]1)=[C:13]2[Cl:23], predict the reactants needed to synthesize it. The reactants are: [NH:1]1[CH2:6][CH2:5][O:4][CH2:3][CH2:2]1.[H-].[Na+].[Br:9][C:10]1[CH:11]=[C:12]2[C:17](=[CH:18][CH:19]=1)[N:16]=[C:15]([Cl:20])[C:14]([CH2:21]O)=[C:13]2[Cl:23]. (9) The reactants are: FC(F)(F)S(O[C:7]1[CH:12]=[CH:11][CH:10]=[C:9]([N:13]2[CH2:18][CH2:17][O:16][CH2:15][CH2:14]2)[CH:8]=1)(=O)=O.B1(B2OC(C)(C)C(C)(C)O2)OC(C)(C)C(C)(C)O1.C([O-])(=O)C.[K+].[ClH:44].[N:45]12[CH2:52][CH2:51][CH:48]([CH2:49][CH2:50]1)[C@H:47]([NH:53][C:54]([C:56]1[S:57][C:58]3[C:64](Br)=[CH:63][CH:62]=[CH:61][C:59]=3[CH:60]=1)=[O:55])[CH2:46]2.C(=O)([O-])[O-].[Na+].[Na+]. Given the product [ClH:44].[N:45]12[CH2:50][CH2:49][CH:48]([CH2:51][CH2:52]1)[C@H:47]([NH:53][C:54]([C:56]1[S:57][C:58]3[C:64]([C:7]4[CH:12]=[CH:11][CH:10]=[C:9]([N:13]5[CH2:14][CH2:15][O:16][CH2:17][CH2:18]5)[CH:8]=4)=[CH:63][CH:62]=[CH:61][C:59]=3[CH:60]=1)=[O:55])[CH2:46]2, predict the reactants needed to synthesize it. (10) Given the product [CH3:7][O:8][C:9]1[C:10]([CH2:21][CH2:22][CH:23]([CH3:25])[CH3:24])([CH:19]=[CH2:1])[C:11]2[C:16]([CH2:17][CH:18]=1)=[CH:15][CH:14]=[CH:13][CH:12]=2, predict the reactants needed to synthesize it. The reactants are: [CH3:1]C(C)([O-])C.[K+].[CH3:7][O:8][C:9]1[C:10]([CH2:21][CH2:22][CH:23]([CH3:25])[CH3:24])([CH:19]=O)[C:11]2[C:16]([CH2:17][CH:18]=1)=[CH:15][CH:14]=[CH:13][CH:12]=2.